Dataset: Forward reaction prediction with 1.9M reactions from USPTO patents (1976-2016). Task: Predict the product of the given reaction. (1) Given the reactants [CH2:1]([S:5][C:6]1[O:10][C:9]([C:11]([Cl:13])=[O:12])=[N:8][N:7]=1)[CH2:2][CH2:3][CH3:4].[NH2:14][C:15]1[C:24]2[C:19](=[CH:20][C:21]([O:27][CH3:28])=[C:22]([O:25][CH3:26])[CH:23]=2)[N:18]=[C:17]([N:29]2[CH2:34][CH2:33][NH:32][CH2:31][CH2:30]2)[N:16]=1, predict the reaction product. The product is: [ClH:13].[NH2:14][C:15]1[C:24]2[C:19](=[CH:20][C:21]([O:27][CH3:28])=[C:22]([O:25][CH3:26])[CH:23]=2)[N:18]=[C:17]([N:29]2[CH2:34][CH2:33][N:32]([C:11]([C:9]3[O:10][C:6]([S:5][CH2:1][CH2:2][CH2:3][CH3:4])=[N:7][N:8]=3)=[O:12])[CH2:31][CH2:30]2)[N:16]=1. (2) Given the reactants [C:1]([NH:9][C:10](=[C:14]([CH3:16])[CH3:15])[C:11]([OH:13])=O)(=[O:8])[C:2]1[CH:7]=[CH:6][CH:5]=[CH:4][CH:3]=1.Cl.[Cl:18][C:19]1[CH:24]=[CH:23][C:22]([CH:25]2[CH2:30][CH2:29][NH:28][CH2:27][CH2:26]2)=[CH:21][CH:20]=1, predict the reaction product. The product is: [Cl:18][C:19]1[CH:24]=[CH:23][C:22]([CH:25]2[CH2:26][CH2:27][N:28]([C:11](=[O:13])[C:10]([NH:9][C:1](=[O:8])[C:2]3[CH:3]=[CH:4][CH:5]=[CH:6][CH:7]=3)=[C:14]([CH3:16])[CH3:15])[CH2:29][CH2:30]2)=[CH:21][CH:20]=1. (3) Given the reactants [C:1]1([S:7](Cl)(=[O:9])=[O:8])[CH:6]=[CH:5][CH:4]=[CH:3][CH:2]=1.[OH-].[Na+].[NH:13]1[C:23]2[C:24]3[C:15]([CH2:16][NH:17][C:18](=[O:25])[C:19]=3[CH:20]=[CH:21][CH:22]=2)=[CH:14]1, predict the reaction product. The product is: [C:1]1([S:7]([N:13]2[C:23]3[C:24]4[C:15]([CH2:16][NH:17][C:18](=[O:25])[C:19]=4[CH:20]=[CH:21][CH:22]=3)=[CH:14]2)(=[O:9])=[O:8])[CH:6]=[CH:5][CH:4]=[CH:3][CH:2]=1. (4) Given the reactants Cl[C:2]1[C:7]([CH3:8])=[CH:6][C:5]([N+:9]([O-:11])=[O:10])=[CH:4][N:3]=1.[NH2:12][CH2:13][C:14]([N:16]([CH:18]1[CH2:23][CH2:22][N:21]([CH2:24][C:25]2[CH:30]=[CH:29][CH:28]=[CH:27][CH:26]=2)[CH2:20][CH2:19]1)[CH3:17])=[O:15], predict the reaction product. The product is: [CH2:24]([N:21]1[CH2:20][CH2:19][CH:18]([N:16]([CH3:17])[C:14](=[O:15])[CH2:13][NH:12][C:2]2[C:7]([CH3:8])=[CH:6][C:5]([N+:9]([O-:11])=[O:10])=[CH:4][N:3]=2)[CH2:23][CH2:22]1)[C:25]1[CH:26]=[CH:27][CH:28]=[CH:29][CH:30]=1. (5) The product is: [F:1][C:2]1[CH:7]=[CH:6][C:5]([N:8]2[C:9]3[CH:14]=[CH:13][CH:12]=[CH:11][C:10]=3[NH:15][S:16]2(=[O:18])=[O:17])=[CH:4][CH:3]=1. Given the reactants [F:1][C:2]1[CH:7]=[CH:6][C:5]([NH:8][C:9]2[C:10]([NH2:15])=[CH:11][CH:12]=[CH:13][CH:14]=2)=[CH:4][CH:3]=1.[S:16](N)(N)(=[O:18])=[O:17], predict the reaction product. (6) The product is: [Cl:1][C:2]1[CH:3]=[C:4]([CH:5]=[CH:6][CH:7]=1)[CH2:8][C:9]1[O:11][N:25]=[C:19]([C:20]([O:22][CH2:23][CH3:24])=[O:21])[N:18]=1. Given the reactants [Cl:1][C:2]1[CH:3]=[C:4]([CH2:8][C:9]([OH:11])=O)[CH:5]=[CH:6][CH:7]=1.C(Cl)(=O)C(Cl)=O.[NH2:18][C:19](=[N:25]O)[C:20]([O:22][CH2:23][CH3:24])=[O:21].C(N(CC)C(C)C)(C)C, predict the reaction product.